Task: Predict the reactants needed to synthesize the given product.. Dataset: Full USPTO retrosynthesis dataset with 1.9M reactions from patents (1976-2016) (1) Given the product [CH3:3][C:4]1([CH3:11])[CH2:9][CH2:8][C:7](=[CH2:12])[CH2:6][CH2:5]1, predict the reactants needed to synthesize it. The reactants are: [H-].[Na+].[CH3:3][C:4]1([CH3:11])[CH2:9][CH2:8][C:7](=O)[CH2:6][CH2:5]1.[CH3:12]S(C)=O. (2) Given the product [F:27][C:21]1[CH:20]=[N:19][C:18]([Br:17])=[C:23]2[C:22]=1[CH:7]=[CH:12][NH:24]2, predict the reactants needed to synthesize it. The reactants are: P(Br)(Br)(Br)=O.O[C:7]1[C:12]([N+]([O-])=O)=CC(F)=CN=1.[Br:17][C:18]1[C:23]([N+:24]([O-])=O)=[CH:22][C:21]([F:27])=[CH:20][N:19]=1. (3) The reactants are: [N:1]1([CH2:8][CH2:9][O:10][C:11]2[CH:38]=[CH:37][C:14]([C:15]([C:17]3[C:26]4[C:21](=[CH:22][C:23]([O:27][CH3:28])=[CH:24][CH:25]=4)[CH:20]=[CH:19][C:18]=3OS(C(F)(F)F)(=O)=O)=[O:16])=[CH:13][CH:12]=2)[CH2:7][CH2:6][CH2:5][CH2:4][CH2:3][CH2:2]1.[F-].[Cs+].Br[C:42]1[CH:47]=[C:46]([F:48])[CH:45]=[C:44]([F:49])[C:43]=1[F:50]. Given the product [N:1]1([CH2:8][CH2:9][O:10][C:11]2[CH:12]=[CH:13][C:14]([C:15]([C:17]3[C:26]4[C:21](=[CH:22][C:23]([O:27][CH3:28])=[CH:24][CH:25]=4)[CH:20]=[CH:19][C:18]=3[C:42]3[CH:47]=[C:46]([F:48])[CH:45]=[C:44]([F:49])[C:43]=3[F:50])=[O:16])=[CH:37][CH:38]=2)[CH2:2][CH2:3][CH2:4][CH2:5][CH2:6][CH2:7]1, predict the reactants needed to synthesize it. (4) Given the product [Cl:41][C:40]1[C:35]([CH2:34][NH:33][C:25]([N:11]2[CH2:10][CH2:9][N:8]3[C:4]([C:3]([F:13])([F:2])[F:14])=[N:5][N:6]=[C:7]3[CH2:12]2)=[O:26])=[N:36][CH:37]=[CH:38][N:39]=1, predict the reactants needed to synthesize it. The reactants are: Cl.[F:2][C:3]([F:14])([F:13])[C:4]1[N:8]2[CH2:9][CH2:10][NH:11][CH2:12][C:7]2=[N:6][N:5]=1.C(N(CC)C(C)C)(C)C.Cl[C:25](OC(Cl)(Cl)Cl)=[O:26].Cl.[NH2:33][CH2:34][C:35]1[C:40]([Cl:41])=[N:39][CH:38]=[CH:37][N:36]=1.C(N(CC)CC)C. (5) Given the product [C:40]([O:1][CH:2]1[CH2:20][CH:19]2[N:4]([C:5](=[O:39])[CH:6]([NH:31][C:32]([O:34][C:35]([CH3:36])([CH3:38])[CH3:37])=[O:33])[CH2:7][CH2:8][CH2:9][CH2:10][CH2:11][CH:12]=[CH:13][CH:14]3[C:16]([C:22]([NH:24][S:25]([CH:28]4[CH2:30][CH2:29]4)(=[O:27])=[O:26])=[O:23])([NH:17][C:18]2=[O:21])[CH2:15]3)[CH2:3]1)(=[O:47])[C:41]1[CH:46]=[CH:45][CH:44]=[N:43][CH:42]=1, predict the reactants needed to synthesize it. The reactants are: [OH:1][CH:2]1[CH2:20][CH:19]2[N:4]([C:5](=[O:39])[CH:6]([NH:31][C:32]([O:34][C:35]([CH3:38])([CH3:37])[CH3:36])=[O:33])[CH2:7][CH2:8][CH2:9][CH2:10][CH2:11][CH:12]=[CH:13][CH:14]3[C:16]([C:22]([NH:24][S:25]([CH:28]4[CH2:30][CH2:29]4)(=[O:27])=[O:26])=[O:23])([NH:17][C:18]2=[O:21])[CH2:15]3)[CH2:3]1.[C:40](Cl)(=[O:47])[C:41]1[CH:46]=[CH:45][CH:44]=[N:43][CH:42]=1. (6) Given the product [F:11][C:12]1[CH:18]=[CH:17][C:15]2[NH:16][C:2]3[CH:3]=[N:4][N:5]([CH3:10])[C:6]=3[C:7](=[O:8])[C:14]=2[CH:13]=1, predict the reactants needed to synthesize it. The reactants are: I[C:2]1[CH:3]=[N:4][N:5]([CH3:10])[C:6]=1[C:7](O)=[O:8].[F:11][C:12]1[CH:18]=[CH:17][C:15]([NH2:16])=[CH:14][CH:13]=1.C(=O)([O-])[O-].[Na+].[Na+].[OH-].[Na+]. (7) Given the product [C:25]([OH:32])(=[O:31])/[CH:26]=[CH:27]/[C:28]([OH:30])=[O:29].[Cl:1][C:2]1[CH:7]=[CH:6][C:5]([C@@:8]([C:19]2[CH:20]=[CH:21][CH:22]=[CH:23][CH:24]=2)([O:10][CH2:11][CH2:12][C@H:13]2[CH2:17][CH2:16][CH2:15][N:14]2[CH3:18])[CH3:9])=[CH:4][CH:3]=1, predict the reactants needed to synthesize it. The reactants are: [Cl:1][C:2]1[CH:7]=[CH:6][C:5]([C@@:8]([C:19]2[CH:24]=[CH:23][CH:22]=[CH:21][CH:20]=2)([O:10][CH2:11][CH2:12][C@H:13]2[CH2:17][CH2:16][CH2:15][N:14]2[CH3:18])[CH3:9])=[CH:4][CH:3]=1.[C:25]([OH:32])(=[O:31])/[CH:26]=[CH:27]/[C:28]([OH:30])=[O:29]. (8) Given the product [CH2:1]([O:8][C:9]1[CH:14]=[C:13]([O:15][CH2:16][C:17]2[CH:18]=[CH:19][CH:20]=[CH:21][CH:22]=2)[CH:12]=[C:11]([OH:23])[C:10]=1[CH2:31][C@@H:32]([OH:57])[C@@H:33]([C:35]1[CH:40]=[CH:39][C:38]([O:41][CH2:42][C:43]2[CH:48]=[CH:47][CH:46]=[CH:45][CH:44]=2)=[C:37]([O:49][CH2:50][C:51]2[CH:52]=[CH:53][CH:54]=[CH:55][CH:56]=2)[CH:36]=1)[OH:34])[C:2]1[CH:7]=[CH:6][CH:5]=[CH:4][CH:3]=1, predict the reactants needed to synthesize it. The reactants are: [CH2:1]([O:8][C:9]1[CH:14]=[C:13]([O:15][CH2:16][C:17]2[CH:22]=[CH:21][CH:20]=[CH:19][CH:18]=2)[CH:12]=[C:11]([O:23][Si](C(C)(C)C)(C)C)[C:10]=1[CH2:31][C@@H:32]([OH:57])[C@@H:33]([C:35]1[CH:40]=[CH:39][C:38]([O:41][CH2:42][C:43]2[CH:48]=[CH:47][CH:46]=[CH:45][CH:44]=2)=[C:37]([O:49][CH2:50][C:51]2[CH:56]=[CH:55][CH:54]=[CH:53][CH:52]=2)[CH:36]=1)[OH:34])[C:2]1[CH:7]=[CH:6][CH:5]=[CH:4][CH:3]=1.C(O)(=O)C.C(OCC)(=O)C.CCCCCCC. (9) Given the product [C:1]([N:8]1[CH2:13][CH2:12][C:11]([CH3:14])=[C:10]([C:15]2[CH:20]=[CH:19][C:18]([NH:21][C:22](=[O:24])[CH3:23])=[CH:17][CH:16]=2)[CH2:9]1)#[N:25], predict the reactants needed to synthesize it. The reactants are: [CH2:1]([N:8]1[CH2:13][CH2:12][C:11]([CH3:14])=[C:10]([C:15]2[CH:20]=[CH:19][C:18]([NH:21][C:22](=[O:24])[CH3:23])=[CH:17][CH:16]=2)[CH2:9]1)C1C=CC=CC=1.[N:25]#CBr.C(=O)(O)[O-].[Na+]. (10) The reactants are: [OH:1][CH2:2][CH2:3][CH2:4][C@@:5]1([C:29]2[CH:34]=[CH:33][CH:32]=[CH:31][CH:30]=2)[O:10][C:9](=[O:11])[N:8]([C@H:12]([C:14]2[CH:19]=[CH:18][C:17](B3OC(C)(C)C(C)(C)O3)=[CH:16][CH:15]=2)[CH3:13])[CH2:7][CH2:6]1.Br[C:36]1[CH:41]=[CH:40][C:39]([C:42]#[N:43])=[CH:38][N:37]=1. Given the product [OH:1][CH2:2][CH2:3][CH2:4][C@@:5]1([C:29]2[CH:34]=[CH:33][CH:32]=[CH:31][CH:30]=2)[O:10][C:9](=[O:11])[N:8]([C@H:12]([C:14]2[CH:15]=[CH:16][C:17]([C:36]3[CH:41]=[CH:40][C:39]([C:42]#[N:43])=[CH:38][N:37]=3)=[CH:18][CH:19]=2)[CH3:13])[CH2:7][CH2:6]1, predict the reactants needed to synthesize it.